From a dataset of Forward reaction prediction with 1.9M reactions from USPTO patents (1976-2016). Predict the product of the given reaction. (1) Given the reactants [N+:1]([C:4]1[CH:14]=[CH:13][CH:12]=[CH:11][C:5]=1[C:6]([O:8][CH2:9][CH3:10])=[O:7])([O-])=[O:2].[Cl-].[NH4+].C1COCC1.C(Cl)Cl, predict the reaction product. The product is: [OH:2][NH:1][C:4]1[CH:14]=[CH:13][CH:12]=[CH:11][C:5]=1[C:6]([O:8][CH2:9][CH3:10])=[O:7]. (2) The product is: [OH:4][C@H:5]1[CH2:10][CH2:9][C@H:8]([NH:11][C:12]([O:14][C:15]([CH3:18])([CH3:17])[CH3:16])=[O:13])[CH:7]=[CH:6]1. Given the reactants C([O:4][C@H:5]1[CH2:10][CH2:9][C@H:8]([NH:11][C:12]([O:14][C:15]([CH3:18])([CH3:17])[CH3:16])=[O:13])[CH:7]=[CH:6]1)(=O)C.C([O-])([O-])=O.[K+].[K+], predict the reaction product. (3) Given the reactants [CH3:1][O:2][C:3]1[CH:15]=[CH:14][C:6]([CH2:7][NH:8][C:9]2[S:10][CH:11]=[N:12][N:13]=2)=[CH:5][CH:4]=1.C1COCC1.[Li+].C[Si]([N-][Si](C)(C)C)(C)C.[C:31]([N:34]1[CH2:43][CH2:42][C:41]2[C:36](=[CH:37][CH:38]=[C:39]([S:44](Cl)(=[O:46])=[O:45])[CH:40]=2)[CH:35]1[C:48]1[CH:53]=[CH:52][C:51]([C:54]2[CH:59]=[CH:58][CH:57]=[C:56]([F:60])[CH:55]=2)=[CH:50][C:49]=1[O:61][CH3:62])(=[O:33])[CH3:32], predict the reaction product. The product is: [C:31]([N:34]1[CH2:43][CH2:42][C:41]2[C:36](=[CH:37][CH:38]=[C:39]([S:44]([N:8]([CH2:7][C:6]3[CH:5]=[CH:4][C:3]([O:2][CH3:1])=[CH:15][CH:14]=3)[C:9]3[S:10][CH:11]=[N:12][N:13]=3)(=[O:46])=[O:45])[CH:40]=2)[CH:35]1[C:48]1[CH:53]=[CH:52][C:51]([C:54]2[CH:59]=[CH:58][CH:57]=[C:56]([F:60])[CH:55]=2)=[CH:50][C:49]=1[O:61][CH3:62])(=[O:33])[CH3:32]. (4) The product is: [CH3:1][O:2][CH2:3][CH2:4][CH2:5][C:6]1[S:10][C:9]([C:11]2[CH:16]=[CH:15][CH:14]=[CH:13][CH:12]=2)=[N:8][C:7]=1[C:17]([O:19][CH2:20][CH3:21])=[O:18]. Given the reactants [CH3:1][O:2][CH2:3][C:4]#[C:5][C:6]1[S:10][C:9]([C:11]2[CH:16]=[CH:15][CH:14]=[CH:13][CH:12]=2)=[N:8][C:7]=1[C:17]([O:19][CH2:20][CH3:21])=[O:18], predict the reaction product. (5) Given the reactants [CH3:1][C:2]1[CH:3]=[CH:4][C:5]2[O:10][CH2:9][C:8](=[O:11])[NH:7][C:6]=2[CH:12]=1.[Br:13]Br, predict the reaction product. The product is: [Br:13][C:3]1[C:2]([CH3:1])=[CH:12][C:6]2[NH:7][C:8](=[O:11])[CH2:9][O:10][C:5]=2[CH:4]=1. (6) Given the reactants [NH2:1][C:2]1[CH:7]=[C:6](Cl)[N:5]=[CH:4][N:3]=1.[CH2:9]([N:11]1[CH2:16][CH2:15][NH:14][CH2:13][CH2:12]1)[CH3:10], predict the reaction product. The product is: [CH2:9]([N:11]1[CH2:16][CH2:15][N:14]([C:6]2[N:5]=[CH:4][N:3]=[C:2]([NH2:1])[CH:7]=2)[CH2:13][CH2:12]1)[CH3:10]. (7) Given the reactants [CH:1]1[C:13]2[CH2:12][C:11]3[C:6](=[CH:7][CH:8]=[CH:9][CH:10]=3)[C:5]=2[CH:4]=[CH:3][CH:2]=1.C(ON1C(=O)N(OC(=O)C)C(=O)N(OC(=O)C)C1=O)(=[O:16])C.C(O)(=O)C.O=O, predict the reaction product. The product is: [C:1]1(=[O:16])[C:13]2[C:5]([C:6]3[C:11]([CH:12]=2)=[CH:10][CH:9]=[CH:8][CH:7]=3)=[CH:4][CH:3]=[CH:2]1.[CH:1]1[C:13]2[CH2:12][C:11]3[C:6](=[CH:7][CH:8]=[CH:9][CH:10]=3)[C:5]=2[CH:4]=[CH:3][CH:2]=1.